Dataset: Catalyst prediction with 721,799 reactions and 888 catalyst types from USPTO. Task: Predict which catalyst facilitates the given reaction. (1) Reactant: [NH:1]1[CH:5]=[C:4]([C:6]2[C:7]3[CH:14]=[CH:13][N:12]([CH2:15][O:16][CH2:17][CH2:18][Si:19]([CH3:22])([CH3:21])[CH3:20])[C:8]=3[N:9]=[CH:10][N:11]=2)[CH:3]=[N:2]1.[CH2:23]=[C:24]1[CH2:27][CH:26]([CH:28]=[CH:29][C:30]#[N:31])[CH2:25]1.N12CCCN=C1CCCCC2. Product: [CH2:23]=[C:24]1[CH2:27][CH:26]([CH:28]([N:1]2[CH:5]=[C:4]([C:6]3[C:7]4[CH:14]=[CH:13][N:12]([CH2:15][O:16][CH2:17][CH2:18][Si:19]([CH3:22])([CH3:21])[CH3:20])[C:8]=4[N:9]=[CH:10][N:11]=3)[CH:3]=[N:2]2)[CH2:29][C:30]#[N:31])[CH2:25]1. The catalyst class is: 10. (2) Reactant: [CH2:1]([O:3][C:4](=[O:33])[CH2:5][CH2:6][CH2:7][CH2:8][C:9]1[C:14]([CH2:15][O:16][CH2:17][C:18](O)=[O:19])=[N:13][N:12]2[C:21]([CH2:24][CH3:25])=[CH:22][CH:23]=[C:11]2[C:10]=1[C:26]1[CH:27]=[N:28][CH:29]=[C:30]([CH3:32])[CH:31]=1)[CH3:2].Cl.C(N=C=NCCCN(C)C)C.[NH:46]1[CH2:51][CH2:50][O:49][CH2:48][CH2:47]1. Product: [CH2:24]([C:21]1[N:12]2[N:13]=[C:14]([CH2:15][O:16][CH2:17][C:18]([N:46]3[CH2:51][CH2:50][O:49][CH2:48][CH2:47]3)=[O:19])[C:9]([CH2:8][CH2:7][CH2:6][CH2:5][C:4]([O:3][CH2:1][CH3:2])=[O:33])=[C:10]([C:26]3[CH:27]=[N:28][CH:29]=[C:30]([CH3:32])[CH:31]=3)[C:11]2=[CH:23][CH:22]=1)[CH3:25]. The catalyst class is: 9. (3) Reactant: CCN=C=NCCCN(C)C.[NH2:12][C:13]1[CH:18]=[CH:17][CH:16]=[CH:15][CH:14]=1.[Br:19][CH2:20][CH2:21][CH2:22][CH2:23][CH2:24][C@H:25]([NH:29][C:30]([O:32][C:33]([CH3:36])([CH3:35])[CH3:34])=[O:31])[C:26](O)=[O:27]. Product: [C:33]([O:32][C:30](=[O:31])[NH:29][C@H:25]([C:26](=[O:27])[NH:12][C:13]1[CH:18]=[CH:17][CH:16]=[CH:15][CH:14]=1)[CH2:24][CH2:23][CH2:22][CH2:21][CH2:20][Br:19])([CH3:36])([CH3:34])[CH3:35]. The catalyst class is: 49. (4) Reactant: [Cl:1][C:2]1[N:3]=[N:4][C:5]([C:8]2[CH:13]=[CH:12][CH:11]=[CH:10][CH:9]=2)=[CH:6][CH:7]=1.[N+:14]([O-])([OH:16])=[O:15].[OH-].[Na+]. Product: [Cl:1][C:2]1[N:3]=[N:4][C:5]([C:8]2[CH:13]=[CH:12][CH:11]=[CH:10][C:9]=2[N+:14]([O-:16])=[O:15])=[CH:6][CH:7]=1. The catalyst class is: 65. (5) Reactant: [Br:1][C:2]1[CH:3]=[C:4]([CH2:28][CH:29]([OH:34])[C:30]([O:32]C)=[O:31])[CH:5]=[C:6]([Br:27])[C:7]=1[O:8][C:9]1[CH:14]=[C:13](/[CH:15]=[CH:16]/[C:17]2[CH:22]=[CH:21][CH:20]=[CH:19][CH:18]=2)[C:12]([OH:23])=[C:11]([CH:24]([CH3:26])[CH3:25])[CH:10]=1.[OH-].[Li+]. Product: [Br:1][C:2]1[CH:3]=[C:4]([CH2:28][CH:29]([OH:34])[C:30]([OH:32])=[O:31])[CH:5]=[C:6]([Br:27])[C:7]=1[O:8][C:9]1[CH:14]=[C:13](/[CH:15]=[CH:16]/[C:17]2[CH:22]=[CH:21][CH:20]=[CH:19][CH:18]=2)[C:12]([OH:23])=[C:11]([CH:24]([CH3:25])[CH3:26])[CH:10]=1. The catalyst class is: 1. (6) Reactant: C([O:3][C:4]([C@@H:6]1[C@@H:43]2[C@H:7]1[CH2:8][C:9]1[CH:14]=[C:13]([O:15][CH2:16][C:17]3[CH:18]=[C:19]([C:28]4[CH:33]=[CH:32][C:31]([O:34][CH2:35][CH2:36][C:37]([OH:42])([CH3:41])[CH:38]([F:40])[F:39])=[CH:30][CH:29]=4)[C:20]([C:24]([F:27])([F:26])[F:25])=[CH:21][C:22]=3[F:23])[N:12]=[CH:11][C:10]=12)=[O:5])C.[OH-].[Li+].Cl. Product: [F:40][CH:38]([F:39])[C:37]([OH:42])([CH3:41])[CH2:36][CH2:35][O:34][C:31]1[CH:32]=[CH:33][C:28]([C:19]2[C:20]([C:24]([F:25])([F:26])[F:27])=[CH:21][C:22]([F:23])=[C:17]([CH2:16][O:15][C:13]3[N:12]=[CH:11][C:10]4[C@@H:43]5[C@@H:6]([C:4]([OH:5])=[O:3])[C@@H:7]5[CH2:8][C:9]=4[CH:14]=3)[CH:18]=2)=[CH:29][CH:30]=1. The catalyst class is: 200.